This data is from Reaction yield outcomes from USPTO patents with 853,638 reactions. The task is: Predict the reaction yield, written as a fraction of the theoretical maximum amount of product (1.0 means a 100% yield; for example, 0.34 means a 34% yield). (1) The reactants are [OH:1][C:2]1[CH:7]=[C:6]([CH2:8][CH3:9])[N:5]=[C:4](S)[N:3]=1.CO. The catalyst is O.C(Cl)Cl.[Ni]. The product is [CH2:8]([C:6]1[N:5]=[CH:4][NH:3][C:2](=[O:1])[CH:7]=1)[CH3:9]. The yield is 0.980. (2) The reactants are [C:1]1([C:7]([C:35]2[CH:40]=[CH:39][CH:38]=[CH:37][CH:36]=2)=[N:8][C:9]2[CH:14]=[CH:13][CH:12]=[C:11]([C:15]3[C:19]([C:20]4[CH:25]=[CH:24][N:23]=[CH:22][CH:21]=4)=[CH:18][N:17]([CH2:26][C:27]4[CH:32]=[CH:31][C:30]([O:33][CH3:34])=[CH:29][CH:28]=4)[N:16]=3)[CH:10]=2)[CH:6]=[CH:5][CH:4]=[CH:3][CH:2]=1.ClC1C=CC=C(C(OO)=[O:49])C=1. The catalyst is C(COC)OC. The product is [C:35]1([C:7]([C:1]2[CH:2]=[CH:3][CH:4]=[CH:5][CH:6]=2)=[N:8][C:9]2[CH:14]=[CH:13][CH:12]=[C:11]([C:15]3[C:19]([C:20]4[CH:25]=[CH:24][N+:23]([O-:49])=[CH:22][CH:21]=4)=[CH:18][N:17]([CH2:26][C:27]4[CH:28]=[CH:29][C:30]([O:33][CH3:34])=[CH:31][CH:32]=4)[N:16]=3)[CH:10]=2)[CH:36]=[CH:37][CH:38]=[CH:39][CH:40]=1. The yield is 0.780. (3) The reactants are [F:1][C:2]1[CH:3]=[C:4]([CH:7]=[CH:8][C:9]=1[CH3:10])[C:5]#[N:6].C(O)C.[NH2:14][OH:15]. The catalyst is O. The product is [F:1][C:2]1[CH:3]=[C:4]([CH:7]=[CH:8][C:9]=1[CH3:10])[C:5](=[N:14][OH:15])[NH2:6]. The yield is 0.916. (4) The reactants are C([N:5]([C:7]1[CH:12]=[C:11]([C:13]2[CH:18]=[CH:17][CH:16]=[CH:15][CH:14]=2)[N:10]=[C:9](Cl)[N:8]=1)[CH3:6])(C)(C)C.[CH3:20][O:21][C:22]([C:24]1([C:28]2[CH:33]=[CH:32][C:31]([NH2:34])=[CH:30][CH:29]=2)[CH2:27][CH2:26][CH2:25]1)=[O:23]. The catalyst is C(O)CCC.ClCCl. The yield is 0.310. The product is [CH3:20][O:21][C:22]([C:24]1([C:28]2[CH:29]=[CH:30][C:31]([NH:34][C:9]3[N:8]=[C:7]([NH:5][CH3:6])[CH:12]=[C:11]([C:13]4[CH:14]=[CH:15][CH:16]=[CH:17][CH:18]=4)[N:10]=3)=[CH:32][CH:33]=2)[CH2:25][CH2:26][CH2:27]1)=[O:23]. (5) The reactants are Br[C:2]1[CH:3]=[C:4]([C:7]2[N:12]([CH2:13][C:14]3[CH:19]=[CH:18][C:17]([F:20])=[CH:16][C:15]=3[F:21])[C:11](=[O:22])[C:10]([C:23]#[N:24])=[C:9]([C:25]([F:29])([F:28])[CH2:26][CH3:27])[CH:8]=2)[O:5][CH:6]=1.[CH2:30]([S:32][C:33]1[CH:34]=[C:35](B2OC(C)(C)C(C)(C)O2)[CH:36]=[C:37]([CH:39]([CH3:41])[CH3:40])[CH:38]=1)[CH3:31].C([O-])([O-])=O.[K+].[K+]. The catalyst is COCCOC.CCOCC.O.C1C=CC([PH+]([C]2[CH][CH][CH][CH]2)C2C=CC=CC=2)=CC=1.C1C=CC([PH+]([C]2[CH][CH][CH][CH]2)C2C=CC=CC=2)=CC=1.C(Cl)Cl.Cl[Pd]Cl.[Fe]. The product is [F:21][C:15]1[CH:16]=[C:17]([F:20])[CH:18]=[CH:19][C:14]=1[CH2:13][N:12]1[C:7]([C:4]2[O:5][CH:6]=[C:2]([C:35]3[CH:36]=[C:37]([CH:39]([CH3:41])[CH3:40])[CH:38]=[C:33]([S:32][CH2:30][CH3:31])[CH:34]=3)[CH:3]=2)=[CH:8][C:9]([C:25]([F:29])([F:28])[CH2:26][CH3:27])=[C:10]([C:23]#[N:24])[C:11]1=[O:22]. The yield is 0.440. (6) The reactants are Br[C:2]1[CH:3]=[C:4]2[C:8](=[CH:9][CH:10]=1)[N:7]([CH2:11][O:12][CH2:13][CH2:14][Si:15]([CH3:18])([CH3:17])[CH3:16])[CH:6]=[CH:5]2.C([Li])CCC.[C:24]([C:26]1[CH:33]=[CH:32][CH:31]=[CH:30][C:27]=1[CH:28]=[O:29])#[N:25]. The catalyst is O1CCCC1. The product is [OH:29][CH:28]([C:2]1[CH:3]=[C:4]2[C:8](=[CH:9][CH:10]=1)[N:7]([CH2:11][O:12][CH2:13][CH2:14][Si:15]([CH3:18])([CH3:17])[CH3:16])[CH:6]=[CH:5]2)[C:27]1[CH:30]=[CH:31][CH:32]=[CH:33][C:26]=1[C:24]#[N:25]. The yield is 0.610. (7) The reactants are [Cl:1][C:2]1[CH:3]=[C:4]([CH:6]=[CH:7][C:8]=1[O:9][C:10]1[C:19]2[C:14](=[CH:15][C:16]([O:22][CH3:23])=[C:17]([O:20][CH3:21])[CH:18]=2)[N:13]=[CH:12][N:11]=1)[NH2:5].C(N(CC)CC)C.ClC(Cl)(O[C:35](=[O:41])OC(Cl)(Cl)Cl)Cl.[NH2:43][C:44]1[S:45][CH:46]=[CH:47][N:48]=1. The catalyst is C(Cl)(Cl)Cl.O. The product is [Cl:1][C:2]1[CH:3]=[C:4]([NH:5][C:35]([NH:43][C:44]2[S:45][CH:46]=[CH:47][N:48]=2)=[O:41])[CH:6]=[CH:7][C:8]=1[O:9][C:10]1[C:19]2[C:14](=[CH:15][C:16]([O:22][CH3:23])=[C:17]([O:20][CH3:21])[CH:18]=2)[N:13]=[CH:12][N:11]=1. The yield is 0.660. (8) The yield is 0.870. The catalyst is N1C=CC=CC=1. The product is [Cl:14][C:15]1[C:20]([Cl:21])=[CH:19][CH:18]=[CH:17][C:16]=1[S:22]([NH:1][C:2]1[CH:7]=[CH:6][C:5]([O:8][CH3:9])=[CH:4][C:3]=1[S:10]([NH2:13])(=[O:11])=[O:12])(=[O:24])=[O:23]. The reactants are [NH2:1][C:2]1[CH:7]=[CH:6][C:5]([O:8][CH3:9])=[CH:4][C:3]=1[S:10]([NH2:13])(=[O:12])=[O:11].[Cl:14][C:15]1[C:20]([Cl:21])=[CH:19][CH:18]=[CH:17][C:16]=1[S:22](Cl)(=[O:24])=[O:23].